This data is from Catalyst prediction with 721,799 reactions and 888 catalyst types from USPTO. The task is: Predict which catalyst facilitates the given reaction. Reactant: [C:1]([S:5][C:6]1[CH:11]=[CH:10][C:9]([N:12]2[CH2:17][CH2:16][C:15]([OH:18])=[C:14]([C:19]#[N:20])[C:13]2=[O:21])=[CH:8][CH:7]=1)([CH3:4])([CH3:3])[CH3:2].[C:22](Cl)(=O)C(Cl)=O. Product: [C:1]([S:5][C:6]1[CH:11]=[CH:10][C:9]([N:12]2[CH2:17][CH2:16][C:15]([O:18][CH3:22])=[C:14]([C:19]#[N:20])[C:13]2=[O:21])=[CH:8][CH:7]=1)([CH3:4])([CH3:2])[CH3:3]. The catalyst class is: 4.